From a dataset of Peptide-MHC class II binding affinity with 134,281 pairs from IEDB. Regression. Given a peptide amino acid sequence and an MHC pseudo amino acid sequence, predict their binding affinity value. This is MHC class II binding data. (1) The peptide sequence is ADVILPIGTRSVETD. The MHC is DRB1_0404 with pseudo-sequence DRB1_0404. The binding affinity (normalized) is 0.797. (2) The peptide sequence is DTEVHNVWATQACVPTDPNP. The MHC is DRB1_0301 with pseudo-sequence DRB1_0301. The binding affinity (normalized) is 0. (3) The peptide sequence is WKSILTDPRVKIMRS. The MHC is DRB1_0701 with pseudo-sequence DRB1_0701. The binding affinity (normalized) is 0.188. (4) The peptide sequence is LDISLETVAIDRPAE. The MHC is DRB1_0405 with pseudo-sequence DRB1_0405. The binding affinity (normalized) is 0.583. (5) The peptide sequence is DCSEYPKPDCTAEDR. The MHC is HLA-DPA10103-DPB10401 with pseudo-sequence HLA-DPA10103-DPB10401. The binding affinity (normalized) is 0. (6) The peptide sequence is WQLYMFGETLSRAII. The MHC is DRB1_0401 with pseudo-sequence DRB1_0401. The binding affinity (normalized) is 0.612.